From a dataset of Peptide-MHC class I binding affinity with 185,985 pairs from IEDB/IMGT. Regression. Given a peptide amino acid sequence and an MHC pseudo amino acid sequence, predict their binding affinity value. This is MHC class I binding data. (1) The peptide sequence is EAEKQLQQY. The MHC is HLA-A68:02 with pseudo-sequence HLA-A68:02. The binding affinity (normalized) is 0.0847. (2) The peptide sequence is IFIRTIYYH. The MHC is HLA-A02:12 with pseudo-sequence HLA-A02:12. The binding affinity (normalized) is 0.0847. (3) The binding affinity (normalized) is 0.0847. The MHC is HLA-A26:01 with pseudo-sequence HLA-A26:01. The peptide sequence is NSESGNSRY. (4) The peptide sequence is CPTQGEPYL. The MHC is HLA-B53:01 with pseudo-sequence HLA-B53:01. The binding affinity (normalized) is 0.678. (5) The peptide sequence is LPVCAPSSA. The MHC is HLA-B07:02 with pseudo-sequence HLA-B07:02. The binding affinity (normalized) is 0.561. (6) The peptide sequence is VVFEDGLPR. The MHC is HLA-A69:01 with pseudo-sequence HLA-A69:01. The binding affinity (normalized) is 0.0847. (7) The peptide sequence is RVILAGPIPV. The MHC is HLA-A02:06 with pseudo-sequence HLA-A02:06. The binding affinity (normalized) is 0.675. (8) The peptide sequence is GDYKLVEI. The MHC is HLA-A02:01 with pseudo-sequence HLA-A02:01. The binding affinity (normalized) is 0.0958.